This data is from Forward reaction prediction with 1.9M reactions from USPTO patents (1976-2016). The task is: Predict the product of the given reaction. (1) Given the reactants N1C=CC=CC=1.[C:7]1([N:13]=[C:14]=[O:15])[CH:12]=[CH:11][CH:10]=[CH:9][CH:8]=1.[NH2:16][C:17]1[S:18][C:19]([C:28]2[CH:33]=[CH:32][C:31]([N+:34]([O-:36])=[O:35])=[CH:30][CH:29]=2)=[C:20]([CH3:27])[C:21]=1[C:22]([O:24][CH2:25][CH3:26])=[O:23], predict the reaction product. The product is: [CH3:27][C:20]1[C:21]([C:22]([O:24][CH2:25][CH3:26])=[O:23])=[C:17]([NH:16][C:14]([NH:13][C:7]2[CH:12]=[CH:11][CH:10]=[CH:9][CH:8]=2)=[O:15])[S:18][C:19]=1[C:28]1[CH:29]=[CH:30][C:31]([N+:34]([O-:36])=[O:35])=[CH:32][CH:33]=1. (2) Given the reactants [CH3:1][CH:2]([CH:6]([CH3:10])[C:7]([OH:9])=[O:8])[C:3](O)=[O:4].CC(OC(C)=O)=O, predict the reaction product. The product is: [CH3:1][CH:2]1[CH:6]([CH3:10])[C:7](=[O:9])[O:8][C:3]1=[O:4]. (3) The product is: [F:22][C:23]1[C:28]([F:29])=[CH:27][CH:26]=[CH:25][C:24]=1[C@H:30]1[CH2:36][N:35]2[C:39]([CH2:40][C:41]([F:44])([F:43])[F:42])=[CH:38][N:37]=[C:34]2[C@H:33]([NH:46][C:47](=[O:53])[O:48][C:49]([CH3:52])([CH3:51])[CH3:50])[CH2:32][CH2:31]1. Given the reactants [Cr](O[Cr]([O-])(=O)=O)([O-])(=O)=O.[NH+]1C=CC=CC=1.[NH+]1C=CC=CC=1.[F:22][C:23]1[C:28]([F:29])=[CH:27][CH:26]=[CH:25][C:24]=1[C@H:30]1[CH2:36][NH:35][C:34](=[N:37][CH2:38][CH:39](O)[CH2:40][C:41]([F:44])([F:43])[F:42])[C@H:33]([NH:46][C:47](=[O:53])[O:48][C:49]([CH3:52])([CH3:51])[CH3:50])[CH2:32][CH2:31]1, predict the reaction product. (4) The product is: [F:1][C:2]1[CH:11]=[C:10]2[C:5]([CH:6]=[CH:7][C:8](=[O:15])[N:9]2[CH2:12][CH:13]=[O:17])=[CH:4][CH:3]=1. Given the reactants [F:1][C:2]1[CH:11]=[C:10]2[C:5]([CH:6]=[CH:7][C:8](=[O:15])[N:9]2[CH2:12][CH:13]=C)=[CH:4][CH:3]=1.I([O-])(=O)(=O)=[O:17].[Na+].C(Cl)Cl, predict the reaction product. (5) The product is: [F:14][C:2]([F:1])([CH3:13])[CH2:3][CH2:4][CH2:5][CH2:6][N:7]1[CH:11]=[CH:10][C:9]([NH:12][C:23](=[O:24])/[CH:22]=[CH:21]/[C:18]2[CH:19]=[CH:20][C:15]([CH3:26])=[CH:16][CH:17]=2)=[N:8]1. Given the reactants [F:1][C:2]([F:14])([CH3:13])[CH2:3][CH2:4][CH2:5][CH2:6][N:7]1[CH:11]=[CH:10][C:9]([NH2:12])=[N:8]1.[C:15]1([CH3:26])[CH:20]=[CH:19][C:18](/[CH:21]=[CH:22]/[C:23](O)=[O:24])=[CH:17][CH:16]=1, predict the reaction product. (6) Given the reactants [Cl:1][C:2]1[CH:3]=[N:4][C:5]([N:8]2[CH2:13][CH2:12][CH:11]([C@H:14]([CH3:28])[CH2:15][CH2:16][O:17][C:18]3[CH:26]=[CH:25][C:21]([C:22]([OH:24])=O)=[C:20]([CH3:27])[N:19]=3)[CH2:10][CH2:9]2)=[N:6][CH:7]=1.[NH2:29][CH:30]([CH2:33][OH:34])[CH2:31][OH:32], predict the reaction product. The product is: [Cl:1][C:2]1[CH:7]=[N:6][C:5]([N:8]2[CH2:13][CH2:12][CH:11]([C@H:14]([CH3:28])[CH2:15][CH2:16][O:17][C:18]3[CH:26]=[CH:25][C:21]([C:22]([NH:29][CH:30]([CH2:33][OH:34])[CH2:31][OH:32])=[O:24])=[C:20]([CH3:27])[N:19]=3)[CH2:10][CH2:9]2)=[N:4][CH:3]=1. (7) Given the reactants Cl.[Cl:2][C:3]1[CH:8]=[CH:7][CH:6]=[CH:5][C:4]=1[N:9]1[CH:13]([C:14]2[CH:15]=[N:16][C:17]([C:20]3[CH2:21][CH2:22][NH:23][CH2:24][CH:25]=3)=[CH:18][CH:19]=2)[CH2:12][C:11]([C:26]([C:32]([F:35])([F:34])[F:33])([C:28]([F:31])([F:30])[F:29])[OH:27])=[N:10]1.[CH3:36][S:37](Cl)(=[O:39])=[O:38].C(N(CC)CC)C, predict the reaction product. The product is: [Cl:2][C:3]1[CH:8]=[CH:7][CH:6]=[CH:5][C:4]=1[N:9]1[CH:13]([C:14]2[CH:15]=[N:16][C:17]([C:20]3[CH2:21][CH2:22][N:23]([S:37]([CH3:36])(=[O:39])=[O:38])[CH2:24][CH:25]=3)=[CH:18][CH:19]=2)[CH2:12][C:11]([C:26]([C:28]([F:31])([F:29])[F:30])([C:32]([F:33])([F:35])[F:34])[OH:27])=[N:10]1. (8) Given the reactants [Cl:1][C:2]1[CH:11]=[C:10]2[C:5]([CH:6]=[C:7]([C:15]3[C:20]([Cl:21])=[CH:19][CH:18]=[CH:17][C:16]=3[Cl:22])[C:8](=N)[N:9]2[CH2:12][CH3:13])=[CH:4][N:3]=1.CC(OC(C)=O)=[O:25], predict the reaction product. The product is: [Cl:1][C:2]1[CH:11]=[C:10]2[C:5]([CH:6]=[C:7]([C:15]3[C:20]([Cl:21])=[CH:19][CH:18]=[CH:17][C:16]=3[Cl:22])[C:8](=[O:25])[N:9]2[CH2:12][CH3:13])=[CH:4][N:3]=1. (9) Given the reactants [O:1]=[C:2]1[CH:7]([N:8]2[C:16](=[O:17])[C:15]3[C:10](=[CH:11][CH:12]=[CH:13][C:14]=3[O:18][CH2:19][C:20](=[O:43])[NH:21][CH2:22][CH2:23][CH2:24][O:25][CH2:26][CH2:27][O:28][CH2:29][CH2:30][O:31][CH2:32][CH2:33][CH2:34][NH:35]C(=O)OC(C)(C)C)[C:9]2=[O:44])[CH2:6][CH2:5][C:4](=[O:45])[NH:3]1.[C:46]([OH:52])([C:48]([F:51])([F:50])[F:49])=[O:47], predict the reaction product. The product is: [F:49][C:48]([F:51])([F:50])[C:46]([OH:52])=[O:47].[NH2:35][CH2:34][CH2:33][CH2:32][O:31][CH2:30][CH2:29][O:28][CH2:27][CH2:26][O:25][CH2:24][CH2:23][CH2:22][NH:21][C:20](=[O:43])[CH2:19][O:18][C:14]1[CH:13]=[CH:12][CH:11]=[C:10]2[C:15]=1[C:16](=[O:17])[N:8]([CH:7]1[CH2:6][CH2:5][C:4](=[O:45])[NH:3][C:2]1=[O:1])[C:9]2=[O:44].